Dataset: Full USPTO retrosynthesis dataset with 1.9M reactions from patents (1976-2016). Task: Predict the reactants needed to synthesize the given product. (1) Given the product [C:36]([O:6][C:5](=[O:4])[NH:19][CH2:18][C:17]1[CH:20]=[CH:21][C:14]([NH:13][C:27]([N:26]([CH2:43][CH:44]([C:46]2[CH:51]=[CH:50][C:49]([Cl:52])=[C:48]([Cl:53])[CH:47]=2)[OH:45])[CH:22]([CH3:24])[CH3:25])=[O:29])=[CH:15][CH:16]=1)([CH3:38])([CH3:54])[CH3:37], predict the reactants needed to synthesize it. The reactants are: ClC(Cl)([O:4][C:5](=O)[O:6]C(Cl)(Cl)Cl)Cl.[NH2:13][C:14]1[CH:21]=[CH:20][C:17]([CH2:18][NH2:19])=[CH:16][CH:15]=1.[C:22]([NH:26][C:27](=[O:29])[O-])([CH3:25])([CH3:24])C.C(N([CH:36]([CH3:38])[CH3:37])CC)(C)C.C(N[CH2:43][CH:44]([C:46]1[CH:51]=[CH:50][C:49]([Cl:52])=[C:48]([Cl:53])[CH:47]=1)[OH:45])(C)C.[CH2:54](Cl)Cl. (2) Given the product [NH2:8][C:9]1[CH2:10][C:11]([C:33]([N:43]([CH2:42][CH:40]([OH:41])[CH2:39][OH:38])[CH2:44][CH2:45][CH3:46])=[O:34])=[CH:12][C:13]2[CH:19]=[CH:18][C:17]([C:20]3[CH:21]=[CH:22][C:23]([C:26]([N:28]4[CH2:29][CH2:30][CH2:31][CH2:32]4)=[O:27])=[CH:24][CH:25]=3)=[CH:16][C:14]=2[N:15]=1, predict the reactants needed to synthesize it. The reactants are: C(OC([NH:8][C:9]1[CH2:10][C:11]([C:33](O)=[O:34])=[CH:12][C:13]2[CH:19]=[CH:18][C:17]([C:20]3[CH:25]=[CH:24][C:23]([C:26]([N:28]4[CH2:32][CH2:31][CH2:30][CH2:29]4)=[O:27])=[CH:22][CH:21]=3)=[CH:16][C:14]=2[N:15]=1)=O)(C)(C)C.CC1(C)[O:41][CH:40]([CH2:42][NH:43][CH2:44][CH2:45][CH3:46])[CH2:39][O:38]1. (3) Given the product [CH3:30][O:29][C:22]1[C:23]2[C:28](=[CH:27][CH:26]=[CH:25][CH:24]=2)[C:19]([NH:1][CH2:2][CH2:3][CH2:4][O:5][C:6]2[CH:7]=[C:8]3[C:13](=[CH:14][CH:15]=2)[N:12]([CH3:16])[C:11](=[O:17])[CH:10]=[CH:9]3)=[CH:20][N:21]=1, predict the reactants needed to synthesize it. The reactants are: [NH2:1][CH2:2][CH2:3][CH2:4][O:5][C:6]1[CH:7]=[C:8]2[C:13](=[CH:14][CH:15]=1)[N:12]([CH3:16])[C:11](=[O:17])[CH:10]=[CH:9]2.Br[C:19]1[C:28]2[C:23](=[CH:24][CH:25]=[CH:26][CH:27]=2)[C:22]([O:29][CH3:30])=[N:21][CH:20]=1.CC1(C)C2C(=C(P(C3C=CC=CC=3)C3C=CC=CC=3)C=CC=2)OC2C(P(C3C=CC=CC=3)C3C=CC=CC=3)=CC=CC1=2.CC(C)([O-])C.[Na+]. (4) Given the product [CH:3]1([C:6]2[CH:11]=[C:10]([CH2:12][N:13]3[CH2:16][C:15]4([CH2:20][C:19]([N:21]5[CH2:26][CH2:25][C:24]([CH3:32])([C:27]([OH:29])=[O:28])[CH2:23][CH2:22]5)=[N:18][O:17]4)[CH2:14]3)[CH:9]=[C:8]([O:33][CH2:34][CH:35]3[CH2:36][CH2:37]3)[C:7]=2[C:38]2[CH:43]=[CH:42][C:41]([F:44])=[CH:40][CH:39]=2)[CH2:4][CH2:5]1, predict the reactants needed to synthesize it. The reactants are: [OH-].[Na+].[CH:3]1([C:6]2[CH:11]=[C:10]([CH2:12][N:13]3[CH2:16][C:15]4([CH2:20][C:19]([N:21]5[CH2:26][CH2:25][C:24]([CH3:32])([C:27]([O:29]CC)=[O:28])[CH2:23][CH2:22]5)=[N:18][O:17]4)[CH2:14]3)[CH:9]=[C:8]([O:33][CH2:34][CH:35]3[CH2:37][CH2:36]3)[C:7]=2[C:38]2[CH:43]=[CH:42][C:41]([F:44])=[CH:40][CH:39]=2)[CH2:5][CH2:4]1.